This data is from NCI-60 drug combinations with 297,098 pairs across 59 cell lines. The task is: Regression. Given two drug SMILES strings and cell line genomic features, predict the synergy score measuring deviation from expected non-interaction effect. (1) Drug 1: C1CN1C2=NC(=NC(=N2)N3CC3)N4CC4. Drug 2: CN(C)N=NC1=C(NC=N1)C(=O)N. Cell line: HT29. Synergy scores: CSS=35.7, Synergy_ZIP=-9.85, Synergy_Bliss=1.06, Synergy_Loewe=-9.72, Synergy_HSA=1.84. (2) Drug 1: C1=CN(C(=O)N=C1N)C2C(C(C(O2)CO)O)O.Cl. Drug 2: CC1=C2C(C(=O)C3(C(CC4C(C3C(C(C2(C)C)(CC1OC(=O)C(C(C5=CC=CC=C5)NC(=O)OC(C)(C)C)O)O)OC(=O)C6=CC=CC=C6)(CO4)OC(=O)C)O)C)O. Cell line: BT-549. Synergy scores: CSS=15.5, Synergy_ZIP=-8.30, Synergy_Bliss=-0.238, Synergy_Loewe=0.436, Synergy_HSA=0.534. (3) Drug 1: COC1=NC(=NC2=C1N=CN2C3C(C(C(O3)CO)O)O)N. Drug 2: CCCCC(=O)OCC(=O)C1(CC(C2=C(C1)C(=C3C(=C2O)C(=O)C4=C(C3=O)C=CC=C4OC)O)OC5CC(C(C(O5)C)O)NC(=O)C(F)(F)F)O. Cell line: SF-268. Synergy scores: CSS=42.8, Synergy_ZIP=-3.84, Synergy_Bliss=-0.757, Synergy_Loewe=-9.38, Synergy_HSA=1.09. (4) Drug 1: CCC(=C(C1=CC=CC=C1)C2=CC=C(C=C2)OCCN(C)C)C3=CC=CC=C3.C(C(=O)O)C(CC(=O)O)(C(=O)O)O. Drug 2: CC1=C2C(C(=O)C3(C(CC4C(C3C(C(C2(C)C)(CC1OC(=O)C(C(C5=CC=CC=C5)NC(=O)C6=CC=CC=C6)O)O)OC(=O)C7=CC=CC=C7)(CO4)OC(=O)C)O)C)OC(=O)C. Cell line: HT29. Synergy scores: CSS=73.9, Synergy_ZIP=18.5, Synergy_Bliss=19.4, Synergy_Loewe=11.8, Synergy_HSA=22.5.